This data is from Reaction yield outcomes from USPTO patents with 853,638 reactions. The task is: Predict the reaction yield, written as a fraction of the theoretical maximum amount of product (1.0 means a 100% yield; for example, 0.34 means a 34% yield). (1) No catalyst specified. The reactants are Br[C:2]1[CH:3]=[CH:4][C:5]2[C:16]3[CH:15]4[N:11]([CH2:12][CH2:13][CH2:14]4)[CH2:10][CH2:9][C:8]=3[N:7]([CH3:17])[C:6]=2[N:18]=1.[Cl:19][C:20]1[CH:34]=[CH:33][C:23]([CH2:24][O:25][C:26]2[CH:31]=[CH:30][NH:29][C:28](=[O:32])[CH:27]=2)=[C:22]([F:35])[CH:21]=1. The yield is 0.220. The product is [ClH:19].[Cl:19][C:20]1[CH:34]=[CH:33][C:23]([CH2:24][O:25][C:26]2[CH:31]=[CH:30][N:29]([C:2]3[CH:3]=[CH:4][C:5]4[C:16]5[CH:15]6[N:11]([CH2:12][CH2:13][CH2:14]6)[CH2:10][CH2:9][C:8]=5[N:7]([CH3:17])[C:6]=4[N:18]=3)[C:28](=[O:32])[CH:27]=2)=[C:22]([F:35])[CH:21]=1. (2) The reactants are [CH2:1](Br)[C:2]1[CH:7]=[CH:6][CH:5]=[CH:4][CH:3]=1.[F:9][C:10]1[CH:15]=[CH:14][C:13]([C:16]2[CH:21]=[CH:20][N:19]=[CH:18][CH:17]=2)=[CH:12][CH:11]=1.[BH4-].[Na+]. The catalyst is CC(C)=O. The product is [F:9][C:10]1[CH:11]=[CH:12][C:13]([C:16]2[CH2:21][CH2:20][N:19]([CH2:1][C:2]3[CH:7]=[CH:6][CH:5]=[CH:4][CH:3]=3)[CH2:18][CH:17]=2)=[CH:14][CH:15]=1. The yield is 0.780. (3) The reactants are Cl.[C:2]1([N:8]([CH2:10][C:11]([O:13][CH2:14][CH3:15])=[O:12])N)[CH:7]=[CH:6][CH:5]=[CH:4][CH:3]=1.O=[C:17]1[CH2:22][CH2:21][CH:20]([C:23]([OH:25])=[O:24])[CH2:19][CH2:18]1. The catalyst is CC(O)=O. The product is [CH2:14]([O:13][C:11]([CH2:10][N:8]1[C:17]2[CH2:22][CH2:21][CH:20]([C:23]([OH:25])=[O:24])[CH2:19][C:18]=2[C:7]2[C:2]1=[CH:3][CH:4]=[CH:5][CH:6]=2)=[O:12])[CH3:15]. The yield is 0.930. (4) The yield is 0.880. The reactants are CC(C)([O-])C.[K+].[Br:7][C:8]1[CH:9]=[CH:10][C:11]([F:21])=[C:12]([C:14]2[CH2:18][CH:17]([CH2:19]Cl)[O:16][N:15]=2)[CH:13]=1. The catalyst is CS(C)=O. The product is [Br:7][C:8]1[CH:9]=[CH:10][C:11]([F:21])=[C:12]([C:14]2[CH:18]3[CH:17]([CH2:19]3)[O:16][N:15]=2)[CH:13]=1. (5) The reactants are O[C:2]1[C:11]2[C:6](=[N:7][CH:8]=[CH:9][CH:10]=2)[N:5]([C:12]2[CH:17]=[CH:16][CH:15]=[CH:14][CH:13]=2)[C:4](=[O:18])[C:3]=1[C:19](=O)[CH2:20][C:21]1[CH:26]=[CH:25][CH:24]=[CH:23][CH:22]=1.O.[NH2:29][NH2:30].O. The catalyst is CN(C=O)C. The product is [CH2:20]([C:19]1[C:3]2[C:4](=[O:18])[N:5]([C:12]3[CH:17]=[CH:16][CH:15]=[CH:14][CH:13]=3)[C:6]3[N:7]=[CH:8][CH:9]=[CH:10][C:11]=3[C:2]=2[NH:30][N:29]=1)[C:21]1[CH:26]=[CH:25][CH:24]=[CH:23][CH:22]=1. The yield is 0.820. (6) The reactants are Cl[C:2]1[CH:3]=[C:4]([C:9]2[N:13]3[C:14]4[N:22]=[C:21]([O:23][CH3:24])[CH:20]=[CH:19][C:15]=4[N:16]=[C:17]([CH3:18])[C:12]3=[C:11]([CH3:25])[N:10]=2)[CH:5]=[C:6](Cl)[CH:7]=1.[F:26][C:27]([F:38])([F:37])C1C=C(B(O)O)C=CC=1.C([O-])([O-])=O.[K+].[K+]. The catalyst is C1C=CC([P]([Pd]([P](C2C=CC=CC=2)(C2C=CC=CC=2)C2C=CC=CC=2)([P](C2C=CC=CC=2)(C2C=CC=CC=2)C2C=CC=CC=2)[P](C2C=CC=CC=2)(C2C=CC=CC=2)C2C=CC=CC=2)(C2C=CC=CC=2)C2C=CC=CC=2)=CC=1. The product is [CH3:24][O:23][C:21]1[CH:20]=[CH:19][C:15]2[N:16]=[C:17]([CH3:18])[C:12]3[N:13]([C:9]([C:4]4[CH:5]=[CH:6][CH:7]=[C:2]([C:27]([F:38])([F:37])[F:26])[CH:3]=4)=[N:10][C:11]=3[CH3:25])[C:14]=2[N:22]=1. The yield is 0.790.